From a dataset of Reaction yield outcomes from USPTO patents with 853,638 reactions. Predict the reaction yield, written as a fraction of the theoretical maximum amount of product (1.0 means a 100% yield; for example, 0.34 means a 34% yield). (1) The reactants are [C:1]([O:5][C:6]([C@@H:8]([CH2:13][C:14]1[CH:24]=[CH:23][C:17]2[O:18][C:19]([F:22])([F:21])[O:20][C:16]=2[CH:15]=1)[C:9]([O:11]C)=[O:10])=[O:7])([CH3:4])([CH3:3])[CH3:2].[Li+].[OH-]. The catalyst is C1COCC1. The product is [C:1]([O:5][C:6]([C@@H:8]([CH2:13][C:14]1[CH:24]=[CH:23][C:17]2[O:18][C:19]([F:21])([F:22])[O:20][C:16]=2[CH:15]=1)[C:9]([OH:11])=[O:10])=[O:7])([CH3:4])([CH3:2])[CH3:3]. The yield is 0.980. (2) The reactants are [Li+].[OH-].C[O:4][C:5](=[O:26])[C:6]([NH:9][C:10](=[O:25])[C:11]1[CH:16]=[CH:15][C:14]([O:17][CH2:18][C:19]2[CH:24]=[CH:23][CH:22]=[CH:21][CH:20]=2)=[CH:13][CH:12]=1)([CH3:8])[CH3:7].O.C(O)(=O)CC(CC(O)=O)(C(O)=O)O. The catalyst is C1COCC1.CO.O. The product is [CH2:18]([O:17][C:14]1[CH:15]=[CH:16][C:11]([C:10]([NH:9][C:6]([CH3:8])([CH3:7])[C:5]([OH:26])=[O:4])=[O:25])=[CH:12][CH:13]=1)[C:19]1[CH:20]=[CH:21][CH:22]=[CH:23][CH:24]=1. The yield is 0.900. (3) The reactants are [Cl-].O[NH3+:3].[C:4](=[O:7])([O-])[OH:5].[Na+].CS(C)=O.[CH2:13]([C:17]1[N:18]=[C:19]([CH3:46])[N:20]([CH2:39][C:40]2[CH:45]=[N:44][CH:43]=[CH:42][N:41]=2)[C:21](=[O:38])[C:22]=1[CH2:23][C:24]1[CH:29]=[CH:28][C:27]([C:30]2[C:31]([C:36]#[N:37])=[CH:32][CH:33]=[CH:34][CH:35]=2)=[CH:26][CH:25]=1)[CH2:14][CH2:15][CH3:16]. The catalyst is C(OCC)(=O)C. The product is [CH2:13]([C:17]1[N:18]=[C:19]([CH3:46])[N:20]([CH2:39][C:40]2[CH:45]=[N:44][CH:43]=[CH:42][N:41]=2)[C:21](=[O:38])[C:22]=1[CH2:23][C:24]1[CH:25]=[CH:26][C:27]([C:30]2[CH:35]=[CH:34][CH:33]=[CH:32][C:31]=2[C:36]2[NH:3][C:4](=[O:7])[O:5][N:37]=2)=[CH:28][CH:29]=1)[CH2:14][CH2:15][CH3:16]. The yield is 0.380. (4) The reactants are [CH3:1][N:2]1[C:6]([C:7]2[CH:8]=[C:9]([C:13]([OH:15])=O)[S:10][C:11]=2[CH3:12])=[C:5]([CH3:16])[CH:4]=[N:3]1.[NH2:17][C@@H:18]([CH2:31][C:32]1[CH:37]=[CH:36][CH:35]=[C:34]([F:38])[CH:33]=1)[CH2:19][N:20]1[C:28](=[O:29])[C:27]2[C:22](=[CH:23][CH:24]=[CH:25][CH:26]=2)[C:21]1=[O:30].CC(OC(N[C@H](C(O)=O)CC1C=CC=CC=1C(F)(F)F)=O)(C)C.C1CN([P+](Br)(N2CCCC2)N2CCCC2)CC1.F[P-](F)(F)(F)(F)F.CCN(C(C)C)C(C)C. The catalyst is C(Cl)(Cl)Cl. The product is [CH3:1][N:2]1[C:6]([C:7]2[CH:8]=[C:9]([C:13]([NH:17][C@@H:18]([CH2:31][C:32]3[CH:37]=[CH:36][CH:35]=[C:34]([F:38])[CH:33]=3)[CH2:19][N:20]3[C:28](=[O:29])[C:27]4[C:22](=[CH:23][CH:24]=[CH:25][CH:26]=4)[C:21]3=[O:30])=[O:15])[S:10][C:11]=2[CH3:12])=[C:5]([CH3:16])[CH:4]=[N:3]1. The yield is 0.430. (5) The reactants are [Br:1][C:2]1[CH:10]=[CH:9][C:5]2[CH:6]=[CH:7][S:8][C:4]=2[C:3]=1[OH:11].[C:12](=O)([O-])[O-].[K+].[K+].S(OC)(OC)(=O)=O. The catalyst is CC(C)=O. The product is [Br:1][C:2]1[CH:10]=[CH:9][C:5]2[CH:6]=[CH:7][S:8][C:4]=2[C:3]=1[O:11][CH3:12]. The yield is 0.840. (6) The reactants are [Cl:1][C:2]1[C:3]([N+:11]([O-:13])=[O:12])=[C:4]([CH:8]=[CH:9][CH:10]=1)[C:5](O)=O.C(Cl)(C(Cl)=O)=O.[NH2:20][C:21]1[CH:26]=[CH:25][CH:24]=[CH:23][C:22]=1[NH2:27].CCN(CC)CC.C(O[Na])(C)=O. The catalyst is C(Cl)Cl.CC(O)=O.CN(C=O)C. The product is [Cl:1][C:2]1[C:3]([N+:11]([O-:13])=[O:12])=[C:4]([C:5]2[NH:27][C:22]3[CH:23]=[CH:24][CH:25]=[CH:26][C:21]=3[N:20]=2)[CH:8]=[CH:9][CH:10]=1. The yield is 0.880. (7) The reactants are [CH3:1][C:2]1([CH:6]2[O:19][CH2:18][C:17]3[C:16]4[CH:15]=[CH:14][CH:13]=[CH:12][C:11]=4[C:10](=O)[O:9][C:8]=3[CH2:7]2)[CH2:5][O:4][CH2:3]1.[NH3:21].CO. No catalyst specified. The product is [CH3:1][C:2]1([CH:6]2[O:19][CH2:18][C:17]3[C:16]4[C:11](=[CH:12][CH:13]=[CH:14][CH:15]=4)[C:10](=[O:9])[NH:21][C:8]=3[CH2:7]2)[CH2:5][O:4][CH2:3]1. The yield is 0.475.